This data is from Forward reaction prediction with 1.9M reactions from USPTO patents (1976-2016). The task is: Predict the product of the given reaction. (1) Given the reactants [O:1]=[C:2]1[CH2:7][CH2:6][N:5]([C:8]2[CH:13]=[CH:12][C:11]([N:14]3[CH2:18][C@H:17]([CH2:19][NH:20][C:21](=[O:23])[CH3:22])[O:16][C:15]3=[O:24])=[CH:10][C:9]=2[F:25])[CH2:4][CH2:3]1.[SH:26][CH:27](O)[CH3:28].B(F)(F)F, predict the reaction product. The product is: [S:26]1[C:2]2([CH2:3][CH2:4][N:5]([C:8]3[CH:13]=[CH:12][C:11]([N:14]4[CH2:18][C@H:17]([CH2:19][NH:20][C:21](=[O:23])[CH3:22])[O:16][C:15]4=[O:24])=[CH:10][C:9]=3[F:25])[CH2:6][CH2:7]2)[O:1][CH2:28][CH2:27]1. (2) Given the reactants ClCC1C(C)=CC(C)=C(CCl)C=1C.[C-]#N.[Na+].[N-]=[N+]=[N-].[Na+].[C:21]([CH2:23][C:24]1[C:25]([CH3:36])=[C:26]([C:31]([CH3:35])=[CH:32][C:33]=1[CH3:34])[CH2:27][N:28]=[N+]=[N-])#[N:22].C(CC1C(C)=CC(C)=C(CC#N)C=1C)#N.N(CC1C(C)=CC(C)=C(CN=[N+]=[N-])C=1C)=[N+]=[N-].C1(P(C2C=CC=CC=2)C2C=CC=CC=2)C=CC=CC=1.Cl.C([O-])([O-])=O.[K+].[K+], predict the reaction product. The product is: [C:21]([CH2:23][C:24]1[C:25]([CH3:36])=[C:26]([C:31]([CH3:35])=[CH:32][C:33]=1[CH3:34])[CH2:27][NH2:28])#[N:22]. (3) Given the reactants [NH2:1][CH:2]1[CH2:7][CH2:6][N:5]([C:8]([O:10][C:11]([CH3:14])([CH3:13])[CH3:12])=[O:9])[CH2:4][CH2:3]1.[C:15]1([C:21]2[O:22][C:23]3[C:24](=[C:26]([C:30]([OH:32])=[O:31])[CH:27]=[CH:28][CH:29]=3)[N:25]=2)[CH:20]=[CH:19][CH:18]=[CH:17][CH:16]=1, predict the reaction product. The product is: [C:11]([O:10][C:8]([N:5]1[CH2:4][CH2:3][CH:2]([NH:1][C:30]([C:26]2[CH:27]=[CH:28][CH:29]=[C:23]3[O:22][C:21]([C:15]4[CH:20]=[CH:19][CH:18]=[CH:17][CH:16]=4)=[N:25][C:24]=23)=[O:31])[CH2:7][CH2:6]1)=[O:9])([CH3:14])([CH3:13])[CH3:12].[NH:5]1[CH2:6][CH2:7][CH:2]([NH:1][C:30]([C:26]2[CH:27]=[CH:28][CH:29]=[C:23]3[O:22][C:21]([C:15]4[CH:16]=[CH:17][CH:18]=[CH:19][CH:20]=4)=[N:25][C:24]=23)=[O:32])[CH2:3][CH2:4]1. (4) Given the reactants [NH2:1][CH:2]([C:6]1[CH:11]=[CH:10][CH:9]=[CH:8][CH:7]=1)[C:3]([OH:5])=[O:4].[C:12]1([C:29]2[CH:34]=[CH:33][CH:32]=[CH:31][CH:30]=2)[CH:17]=[CH:16][C:15]([S:18]([N:21]2[CH2:25][CH2:24][S:23][CH:22]2[C:26](Cl)=[O:27])(=[O:20])=[O:19])=[CH:14][CH:13]=1, predict the reaction product. The product is: [C:12]1([C:29]2[CH:30]=[CH:31][CH:32]=[CH:33][CH:34]=2)[CH:17]=[CH:16][C:15]([S:18]([N:21]2[CH2:25][CH2:24][S:23][CH:22]2[C:26]([NH:1][CH:2]([C:6]2[CH:11]=[CH:10][CH:9]=[CH:8][CH:7]=2)[C:3]([OH:5])=[O:4])=[O:27])(=[O:20])=[O:19])=[CH:14][CH:13]=1. (5) Given the reactants [N+:1](=[CH:3][C:4]([O:6][CH2:7][CH3:8])=[O:5])=[N-:2].[CH3:9][CH:10]1[CH2:15][C:14](=O)[CH:13]=[CH:12][C:11]1([C:23]1[CH:28]=[CH:27][CH:26]=[CH:25][CH:24]=1)[C:17]1[CH:22]=[CH:21][CH:20]=[CH:19][CH:18]=1.C([N-]C(C)C)(C)C.[Li+].C([Li])CCC.C(NC(C)C)(C)C, predict the reaction product. The product is: [CH3:9][CH:10]1[C:15]2[NH:2][N:1]=[C:3]([C:4]([O:6][CH2:7][CH3:8])=[O:5])[C:14]=2[CH:13]=[CH:12][C:11]1([C:23]1[CH:28]=[CH:27][CH:26]=[CH:25][CH:24]=1)[C:17]1[CH:18]=[CH:19][CH:20]=[CH:21][CH:22]=1. (6) The product is: [O:21]=[C:7]1[NH:8][C:9](=[O:20])[C:10]([C:12]2[C:13]([C:18]#[N:19])=[N:14][CH:15]=[CH:16][CH:17]=2)=[CH:11][N:6]1[CH2:5][CH2:4][CH:3]=[O:2]. Given the reactants C[O:2][CH:3](OC)[CH2:4][CH2:5][N:6]1[CH:11]=[C:10]([C:12]2[C:13]([C:18]#[N:19])=[N:14][CH:15]=[CH:16][CH:17]=2)[C:9](=[O:20])[NH:8][C:7]1=[O:21].O, predict the reaction product. (7) Given the reactants C(OC([N:8]1[CH2:13][CH:12]=[C:11]([C:14]2[C:22]3[S:21][C:20]([NH:23][C:24]([N:26]4[CH2:31][CH2:30][O:29][CH2:28][CH2:27]4)=[O:25])=[N:19][C:18]=3[C:17]([O:32][CH3:33])=[CH:16][CH:15]=2)[CH2:10][CH2:9]1)=O)(C)(C)C.[ClH:34].CO, predict the reaction product. The product is: [ClH:34].[CH3:33][O:32][C:17]1[C:18]2[N:19]=[C:20]([NH:23][C:24]([N:26]3[CH2:27][CH2:28][O:29][CH2:30][CH2:31]3)=[O:25])[S:21][C:22]=2[C:14]([C:11]2[CH2:12][CH2:13][NH:8][CH2:9][CH:10]=2)=[CH:15][CH:16]=1. (8) Given the reactants [F:1][C:2]1[CH:3]=[C:4]([C:8](=[O:10])[CH3:9])[CH:5]=[CH:6][CH:7]=1.[CH3:11][N:12]([CH:14](OC)OC)[CH3:13], predict the reaction product. The product is: [CH3:11][N:12]([CH3:14])/[CH:13]=[CH:9]/[C:8]([C:4]1[CH:5]=[CH:6][CH:7]=[C:2]([F:1])[CH:3]=1)=[O:10]. (9) Given the reactants I[C:2]1[C:3]([C:9]([O:11][CH3:12])=[O:10])=[N:4][C:5]([CH3:8])=[CH:6][CH:7]=1.[NH:13]1[CH:17]=[CH:16][CH:15]=[N:14]1.CN(C)[C@@H]1CCCC[C@H]1N.C(=O)([O-])[O-].[Cs+].[Cs+].[Si](C=[N+]=[N-])(C)(C)C, predict the reaction product. The product is: [CH3:8][C:5]1[N:4]=[C:3]([C:9]([O:11][CH3:12])=[O:10])[C:2]([N:13]2[CH:17]=[CH:16][CH:15]=[N:14]2)=[CH:7][CH:6]=1.